Dataset: Full USPTO retrosynthesis dataset with 1.9M reactions from patents (1976-2016). Task: Predict the reactants needed to synthesize the given product. (1) Given the product [ClH:20].[CH3:40][C@H:38]1[O:37][C@@H:36]([CH3:41])[CH2:35][N:34]([C:23]2[N:24]=[C:25]([C:14]3[C:9]([C:8]([F:19])([F:18])[F:7])=[N:10][CH:11]=[CH:12][CH:13]=3)[C:26]([C:27]3[CH:32]=[CH:31][N:30]=[C:29]([CH3:33])[CH:28]=3)=[CH:21][N:22]=2)[CH2:39]1, predict the reactants needed to synthesize it. The reactants are: C(=O)([O-])[O-].[Na+].[Na+].[F:7][C:8]([F:19])([F:18])[C:9]1[C:14](B(O)O)=[CH:13][CH:12]=[CH:11][N:10]=1.[Cl:20][C:21]1[C:26]([C:27]2[CH:32]=[CH:31][N:30]=[C:29]([CH3:33])[CH:28]=2)=[CH:25][N:24]=[C:23]([N:34]2[CH2:39][C@H:38]([CH3:40])[O:37][C@H:36]([CH3:41])[CH2:35]2)[N:22]=1. (2) The reactants are: Cl.[C:2]([N:5]1[C:13]2[C:8](=[CH:9][C:10]([Cl:14])=[CH:11][CH:12]=2)[CH2:7][CH:6]1[C:15]#[N:16])(=[O:4])[CH3:3].[CH2:17]([OH:19])[CH3:18]. Given the product [ClH:14].[C:2]([N:5]1[C:13]2[C:8](=[CH:9][C:10]([Cl:14])=[CH:11][CH:12]=2)[CH2:7][CH:6]1[C:15](=[NH:16])[O:19][CH2:17][CH3:18])(=[O:4])[CH3:3], predict the reactants needed to synthesize it. (3) Given the product [NH2:8][C:5]1[C:4]([C:16]2([OH:22])[CH2:17][CH2:18][O:19][CH2:20][CH2:21]2)=[CH:3][C:2]([Cl:1])=[N:7][CH:6]=1, predict the reactants needed to synthesize it. The reactants are: [Cl:1][C:2]1[N:7]=[CH:6][C:5]([NH:8]C(=O)OC(C)(C)C)=[C:4]([C:16]2([OH:22])[CH2:21][CH2:20][O:19][CH2:18][CH2:17]2)[CH:3]=1. (4) Given the product [CH3:1][C:2]1[C:7]([O:8][CH3:9])=[C:6]([CH3:10])[C:5]([CH2:11][N:14]2[C:13]([S:12]([CH2:11][C:5]3[C:6]([CH3:10])=[C:7]([O:8][CH3:9])[C:2]([CH3:1])=[CH:3][N:4]=3)=[O:24])=[N:21][C:20]3[CH:19]=[C:18]([O:22][CH3:23])[CH:17]=[CH:16][C:15]2=3)=[N:4][CH:3]=1, predict the reactants needed to synthesize it. The reactants are: [CH3:1][C:2]1[CH:3]=[N:4][C:5]([CH2:11][S+:12]([O-:24])[C:13]2[NH:14][C:15]3[CH:16]=[CH:17][C:18]([O:22][CH3:23])=[CH:19][C:20]=3[N:21]=2)=[C:6]([CH3:10])[C:7]=1[O:8][CH3:9]. (5) Given the product [C:11]([C:8]1([C:6]2[CH:5]=[C:4]([CH2:13][CH2:14][CH2:15][NH:16][C:17](=[O:23])[O:18][C:19]([CH3:22])([CH3:21])[CH3:20])[CH:3]=[C:2]([B:24]3[O:28][C:27]([CH3:30])([CH3:29])[C:26]([CH3:32])([CH3:31])[O:25]3)[CH:7]=2)[CH2:10][CH2:9]1)#[N:12], predict the reactants needed to synthesize it. The reactants are: Br[C:2]1[CH:3]=[C:4]([CH2:13][CH2:14][CH2:15][NH:16][C:17](=[O:23])[O:18][C:19]([CH3:22])([CH3:21])[CH3:20])[CH:5]=[C:6]([C:8]2([C:11]#[N:12])[CH2:10][CH2:9]2)[CH:7]=1.[B:24]1([B:24]2[O:28][C:27]([CH3:30])([CH3:29])[C:26]([CH3:32])([CH3:31])[O:25]2)[O:28][C:27]([CH3:30])([CH3:29])[C:26]([CH3:32])([CH3:31])[O:25]1.C([O-])(=O)C.[K+].C(Cl)Cl. (6) Given the product [OH:29][CH2:28][C:27]([CH3:31])([CH3:30])[CH2:26][NH:25][C:21]([C:17]1[N:18]([CH3:20])[N:19]=[C:15]([O:14][CH2:13][C:12]2[C:8]([C:5]3[CH:6]=[CH:7][C:2]([F:1])=[CH:3][CH:4]=3)=[N:9][O:10][C:11]=2[CH3:24])[CH:16]=1)=[O:22], predict the reactants needed to synthesize it. The reactants are: [F:1][C:2]1[CH:7]=[CH:6][C:5]([C:8]2[C:12]([CH2:13][O:14][C:15]3[CH:16]=[C:17]([C:21](O)=[O:22])[N:18]([CH3:20])[N:19]=3)=[C:11]([CH3:24])[O:10][N:9]=2)=[CH:4][CH:3]=1.[NH2:25][CH2:26][C:27]([CH3:31])([CH3:30])[CH2:28][OH:29]. (7) Given the product [N:31]([CH2:26][C:25]([N:8]([CH2:9][C:10]([O:12][CH2:13][CH3:14])=[O:11])[CH2:7][C:6]1[CH:5]=[CH:4][C:3]([C:2]([F:17])([F:18])[F:1])=[CH:16][CH:15]=1)=[O:36])=[N+:30]=[N-:29], predict the reactants needed to synthesize it. The reactants are: [F:1][C:2]([F:18])([F:17])[C:3]1[CH:16]=[CH:15][C:6]([CH2:7][NH:8][CH2:9][C:10]([O:12][CH2:13][CH3:14])=[O:11])=[CH:5][CH:4]=1.C(Cl)CCl.C1C=[CH:25][C:26]2[N:31](O)[N:30]=[N:29]C=2C=1.C1C[O:36]CC1.